Dataset: Catalyst prediction with 721,799 reactions and 888 catalyst types from USPTO. Task: Predict which catalyst facilitates the given reaction. (1) Reactant: [N+:1]([C:4]1[CH:5]=[C:6]([CH:17]=[CH:18][CH:19]=1)[O:7][CH2:8][CH2:9][O:10][CH2:11][CH2:12][O:13][CH2:14][CH2:15][OH:16])([O-])=O. Product: [NH2:1][C:4]1[CH:5]=[C:6]([CH:17]=[CH:18][CH:19]=1)[O:7][CH2:8][CH2:9][O:10][CH2:11][CH2:12][O:13][CH2:14][CH2:15][OH:16]. The catalyst class is: 50. (2) Reactant: [CH2:1]([C@H:3]1[C:8]2[NH:9][CH:10]=[N:11][C:7]=2[CH2:6][C@@H:5]([C:12]([OH:14])=[O:13])[NH:4]1)[CH3:2].Cl[C:16]([O:18][CH2:19][C:20]1[CH:25]=[CH:24][CH:23]=[CH:22][CH:21]=1)=[O:17].[OH-].[Na+]. Product: [CH2:19]([O:18][C:16]([N:4]1[C@H:5]([C:12]([OH:14])=[O:13])[CH2:6][C:7]2[NH:11][CH:10]=[N:9][C:8]=2[C@@H:3]1[CH2:1][CH3:2])=[O:17])[C:20]1[CH:25]=[CH:24][CH:23]=[CH:22][CH:21]=1. The catalyst class is: 12. (3) Reactant: [CH3:1][C:2]([CH3:28])([CH3:27])[C@H:3]([NH:8][C:9]([C:11]1[N:12]=[C:13]([C:21]2[CH:26]=[CH:25][CH:24]=[CH:23][CH:22]=2)[N:14]2[CH2:19][CH2:18][N:17]([CH3:20])[CH2:16][C:15]=12)=[O:10])[C:4]([O:6]C)=[O:5].N. Product: [CH3:1][C:2]([CH3:28])([CH3:27])[C@H:3]([NH:8][C:9]([C:11]1[N:12]=[C:13]([C:21]2[CH:22]=[CH:23][CH:24]=[CH:25][CH:26]=2)[N:14]2[CH2:19][CH2:18][N:17]([CH3:20])[CH2:16][C:15]=12)=[O:10])[C:4]([OH:6])=[O:5]. The catalyst class is: 24. (4) Reactant: [Br:1][C:2]1[CH:3]=[CH:4][C:5]([OH:8])=[N:6][CH:7]=1.O[CH:10]1[CH2:15][CH2:14][CH:13]([C:16]([O:18][CH2:19][CH3:20])=[O:17])[CH2:12][CH2:11]1.C1C=CC(P(C2C=CC=CC=2)C2C=CC=CC=2)=CC=1.CC(OC(/N=N/C(OC(C)C)=O)=O)C. Product: [Br:1][C:2]1[CH:3]=[CH:4][C:5]([O:8][CH:10]2[CH2:15][CH2:14][CH:13]([C:16]([O:18][CH2:19][CH3:20])=[O:17])[CH2:12][CH2:11]2)=[N:6][CH:7]=1. The catalyst class is: 1. (5) Reactant: N1C=CN=C1.C(NCC(O)=O)(=O)C.P(Cl)(Cl)(Cl)=O.[CH3:19][N:20]([CH3:30])/[C:21](=[C:23]1/[N:24]=[C:25]([CH3:29])[O:26][C:27]/1=[O:28])/[CH3:22].[O-:31][CH2:32][CH3:33]. The catalyst class is: 44. Product: [C:32]([NH:24]/[C:23](=[C:21](/[N:20]([CH3:30])[CH3:19])\[CH3:22])/[C:27]([O:26][CH2:25][CH3:29])=[O:28])(=[O:31])[CH3:33]. (6) Reactant: [NH2:1][C:2]1[N:7]=[C:6]([N:8]2[CH2:22][CH2:21][C:11]3([CH2:15][NH:14][C@H:13]([C:16]([O:18][CH2:19][CH3:20])=[O:17])[CH2:12]3)[CH2:10][CH2:9]2)[CH:5]=[C:4]([O:23][C@H:24]([C:29]2[CH:34]=[CH:33][C:32]([Br:35])=[CH:31][C:30]=2[C:36]2[CH:41]=[CH:40][CH:39]=[CH:38][CH:37]=2)[C:25]([F:28])([F:27])[F:26])[N:3]=1.[CH3:42][C:43]([O:46][C:47](O[C:47]([O:46][C:43]([CH3:45])([CH3:44])[CH3:42])=[O:48])=[O:48])([CH3:45])[CH3:44].CCN(CC)CC. Product: [NH2:1][C:2]1[N:7]=[C:6]([N:8]2[CH2:22][CH2:21][C:11]3([CH2:15][N:14]([C:47]([O:46][C:43]([CH3:45])([CH3:44])[CH3:42])=[O:48])[C@H:13]([C:16]([O:18][CH2:19][CH3:20])=[O:17])[CH2:12]3)[CH2:10][CH2:9]2)[CH:5]=[C:4]([O:23][C@H:24]([C:29]2[CH:34]=[CH:33][C:32]([Br:35])=[CH:31][C:30]=2[C:36]2[CH:41]=[CH:40][CH:39]=[CH:38][CH:37]=2)[C:25]([F:28])([F:27])[F:26])[N:3]=1. The catalyst class is: 2. (7) Reactant: [C:1](#N)[C:2]1[C:3](=[CH:5][CH:6]=[CH:7][CH:8]=1)[NH2:4].[CH2:10]([Mg]Br)[CH3:11].C1C[O:17]CC1. The catalyst class is: 6. Product: [NH2:4][C:3]1[CH:5]=[CH:6][CH:7]=[CH:8][C:2]=1[C:1](=[O:17])[CH2:10][CH3:11]. (8) Reactant: [N+:1]([C:4]1[CH:12]=[C:8]([C:9](O)=[O:10])[C:7]([NH2:13])=[CH:6][CH:5]=1)([O-:3])=[O:2]. Product: [OH:10][CH2:9][C:8]1[CH:12]=[C:4]([N+:1]([O-:3])=[O:2])[CH:5]=[CH:6][C:7]=1[NH2:13]. The catalyst class is: 1. (9) Reactant: [CH:1]1([CH:7]([N:11]2[C:15]3[CH:16]=[CH:17][C:18]([F:20])=[CH:19][C:14]=3[N:13]=[C:12]2[C@H:21]([O:28][CH3:29])[C:22]2[CH:27]=[CH:26][CH:25]=[CH:24][CH:23]=2)[C:8]([OH:10])=O)[CH2:6][CH2:5][CH2:4][CH2:3][CH2:2]1.C(N(CC)CC)C.CN(C(ON1N=NC2C=CC=NC1=2)=[N+](C)C)C.F[P-](F)(F)(F)(F)F.Cl.[CH2:62]([O:64][C:65](=[O:74])[CH2:66][C@H:67]1[CH2:72][CH2:71][C@H:70]([NH2:73])[CH2:69][CH2:68]1)[CH3:63]. Product: [CH2:62]([O:64][C:65](=[O:74])[CH2:66][C@H:67]1[CH2:68][CH2:69][C@H:70]([NH:73][C:8](=[O:10])[CH:7]([CH:1]2[CH2:6][CH2:5][CH2:4][CH2:3][CH2:2]2)[N:11]2[C:15]3[CH:16]=[CH:17][C:18]([F:20])=[CH:19][C:14]=3[N:13]=[C:12]2[C@H:21]([O:28][CH3:29])[C:22]2[CH:23]=[CH:24][CH:25]=[CH:26][CH:27]=2)[CH2:71][CH2:72]1)[CH3:63]. The catalyst class is: 3. (10) Reactant: Cl[C:2]1[CH:7]=[CH:6][C:5]([NH:8][C:9](=[O:14])[C:10]([CH3:13])([CH3:12])[CH3:11])=[C:4]([CH3:15])[C:3]=1[C:16]([F:19])([F:18])[F:17].[CH3:20][N:21]1C(=O)CCC1. Product: [C:20]([C:2]1[CH:7]=[CH:6][C:5]([NH:8][C:9](=[O:14])[C:10]([CH3:13])([CH3:12])[CH3:11])=[C:4]([CH3:15])[C:3]=1[C:16]([F:19])([F:18])[F:17])#[N:21]. The catalyst class is: 6.